From a dataset of Reaction yield outcomes from USPTO patents with 853,638 reactions. Predict the reaction yield, written as a fraction of the theoretical maximum amount of product (1.0 means a 100% yield; for example, 0.34 means a 34% yield). (1) The reactants are [Si:1]([O:8][C@@H:9]1[C@H:13]([CH2:14][O:15][Si](C(C)(C)C)(C)C)[CH2:12][C@@H:11]([O:23][C:24]2[N:29]=[CH:28][N:27]=[C:26]([NH:30][C@@H:31]3[C:39]4[C:34](=[CH:35][CH:36]=[CH:37][CH:38]=4)[CH2:33][C@@H:32]3[O:40][CH3:41])[CH:25]=2)[CH2:10]1)([C:4]([CH3:7])([CH3:6])[CH3:5])([CH3:3])[CH3:2].C(O)(=O)C. The catalyst is C1COCC1.O. The product is [Si:1]([O:8][C@H:9]1[CH2:10][C@H:11]([O:23][C:24]2[CH:25]=[C:26]([NH:30][C@@H:31]3[C:39]4[C:34](=[CH:35][CH:36]=[CH:37][CH:38]=4)[CH2:33][C@@H:32]3[O:40][CH3:41])[N:27]=[CH:28][N:29]=2)[CH2:12][C@H:13]1[CH2:14][OH:15])([C:4]([CH3:7])([CH3:5])[CH3:6])([CH3:3])[CH3:2]. The yield is 0.770. (2) The reactants are O[CH2:2][C:3]1[S:7][C:6]([C:8]2[NH:9][C:10]3[C:15]([CH:16]=2)=[CH:14][CH:13]=[CH:12][C:11]=3[N:17]([CH3:26])[S:18]([C:21]2[S:22][CH:23]=[CH:24][CH:25]=2)(=[O:20])=[O:19])=[N:5][CH:4]=1.S(Cl)([Cl:29])=O.O1CCCC1. The yield is 0.760. The catalyst is CN(C)C=O.O. The product is [Cl:29][CH2:2][C:3]1[S:7][C:6]([C:8]2[NH:9][C:10]3[C:15]([CH:16]=2)=[CH:14][CH:13]=[CH:12][C:11]=3[N:17]([CH3:26])[S:18]([C:21]2[S:22][CH:23]=[CH:24][CH:25]=2)(=[O:20])=[O:19])=[N:5][CH:4]=1.